From a dataset of Forward reaction prediction with 1.9M reactions from USPTO patents (1976-2016). Predict the product of the given reaction. (1) Given the reactants [N+:1]([C:4]1[CH:5]=[CH:6][C:7]([S:10][CH2:11][C:12]2[N:13]([CH2:17][CH2:18][CH3:19])[CH:14]=[CH:15][N:16]=2)=[N:8][CH:9]=1)([O-])=O.[Cl-].[Ca+2].[Cl-], predict the reaction product. The product is: [CH2:17]([N:13]1[CH:14]=[CH:15][N:16]=[C:12]1[CH2:11][S:10][C:7]1[N:8]=[CH:9][C:4]([NH2:1])=[CH:5][CH:6]=1)[CH2:18][CH3:19]. (2) Given the reactants [O:1]1[C:5]2[CH:6]=[CH:7][C:8](/[CH:10]=[CH:11]/[C:12]3[N:17]=[C:16](O)[CH:15]=[C:14]([CH3:19])[N:13]=3)=[CH:9][C:4]=2[O:3][CH2:2]1.O=P(Cl)(Cl)[Cl:22], predict the reaction product. The product is: [O:1]1[C:5]2[CH:6]=[CH:7][C:8](/[CH:10]=[CH:11]/[C:12]3[N:17]=[C:16]([Cl:22])[CH:15]=[C:14]([CH3:19])[N:13]=3)=[CH:9][C:4]=2[O:3][CH2:2]1. (3) Given the reactants [F:1][C:2]1[C:7]([CH:8]([OH:11])[CH2:9][CH3:10])=[CH:6][CH:5]=[CH:4][N:3]=1.CS(C)=O.C(N(CC)CC)C, predict the reaction product. The product is: [F:1][C:2]1[C:7]([C:8](=[O:11])[CH2:9][CH3:10])=[CH:6][CH:5]=[CH:4][N:3]=1. (4) Given the reactants [CH3:1][O:2][C:3]1[CH:8]=[CH:7][C:6]([S:9](Cl)(=[O:11])=[O:10])=[CH:5][CH:4]=1.[Cl:13][C:14]1[CH:20]=[CH:19][C:17]([NH2:18])=[CH:16][CH:15]=1.C(N(CC)CC)C, predict the reaction product. The product is: [Cl:13][C:14]1[CH:20]=[CH:19][C:17]([NH:18][S:9]([C:6]2[CH:7]=[CH:8][C:3]([O:2][CH3:1])=[CH:4][CH:5]=2)(=[O:11])=[O:10])=[CH:16][CH:15]=1. (5) Given the reactants [ClH:1].[NH2:2][CH2:3][C:4]1[CH:5]=[C:6]2[C:11](=[CH:12][CH:13]=1)[N:10]=[C:9]([CH3:14])[N:8]([CH:15]1[CH2:20][CH2:19][C:18](=[O:21])[NH:17][C:16]1=[O:22])[C:7]2=[O:23].C(N(CC)[CH:28]([CH3:30])[CH3:29])(C)C, predict the reaction product. The product is: [Cl:1][C:29]1[CH:28]=[CH:30][C:19]([C:18]([NH:2][CH2:3][C:4]2[CH:5]=[C:6]3[C:11](=[CH:12][CH:13]=2)[N:10]=[C:9]([CH3:14])[N:8]([CH:15]2[CH2:20][CH2:19][C:18](=[O:21])[NH:17][C:16]2=[O:22])[C:7]3=[O:23])=[O:21])=[CH:20][CH:15]=1.